Binary Classification. Given a miRNA mature sequence and a target amino acid sequence, predict their likelihood of interaction. From a dataset of Experimentally validated miRNA-target interactions with 360,000+ pairs, plus equal number of negative samples. The miRNA is hsa-miR-4804-3p with sequence UGCUUAACCUUGCCCUCGAAA. The protein sequence of the target gene is MVSGLRLASRSGEEGWLKPAVARLGPPRHRLRNLRTESPWRSRGSVLFCSGPGRAGRAAEPLHPVCTCGRHFRRPEPCREPLASPIQDSVAFEDVAVNFTQEEWALLDSSQKNLYREVMQETCRNLASVGSQWKDQNIEDHFEKPGKDIRNHIVQRLCESKEDGQYGEVVSQIPNLDLNENISTGLKPCECSICGKVFVRHSLLNRHILAHSGYKPYGEKQYKCEQCGKFFVSVPGVRRHMIMHSGNPAYKCTICGKAFYFLNSVERHQRTHTGEKPYKCKQCGKAFTVSGSCLIHERTH.... Result: 1 (interaction).